Dataset: Reaction yield outcomes from USPTO patents with 853,638 reactions. Task: Predict the reaction yield, written as a fraction of the theoretical maximum amount of product (1.0 means a 100% yield; for example, 0.34 means a 34% yield). (1) The reactants are [CH3:1][O:2][C:3]([C:5]1[S:14][C:8]2=[N:9][C:10]([CH3:13])=[CH:11][CH:12]=[C:7]2[C:6]=1[O:15][CH2:16][C:17]([O:19][C:20]([CH3:23])([CH3:22])[CH3:21])=[O:18])=[O:4].[Br:24]N1C(=O)CCC1=O.CC(N=NC(C#N)(C)C)(C#N)C. The catalyst is C(Cl)(Cl)(Cl)Cl. The product is [CH3:1][O:2][C:3]([C:5]1[S:14][C:8]2=[N:9][C:10]([CH2:13][Br:24])=[CH:11][CH:12]=[C:7]2[C:6]=1[O:15][CH2:16][C:17]([O:19][C:20]([CH3:23])([CH3:22])[CH3:21])=[O:18])=[O:4]. The yield is 0.360. (2) The reactants are Cl[C:2]1[C:11]2[C:6](=[CH:7][C:8]([O:14][CH2:15][CH2:16][CH2:17][N:18]3[CH2:23][CH2:22][CH2:21][CH2:20][CH2:19]3)=[C:9]([O:12][CH3:13])[CH:10]=2)[N:5]=[CH:4][N:3]=1.C(=O)([O-])[O-].[K+].[K+].[OH:30][C:31]1[CH:39]=[CH:38][CH:37]=[C:36]2[C:32]=1[CH:33]=[CH:34][NH:35]2. The catalyst is CC(N(C)C)=O. The product is [NH:35]1[C:36]2[C:32](=[C:31]([O:30][C:2]3[C:11]4[C:6](=[CH:7][C:8]([O:14][CH2:15][CH2:16][CH2:17][N:18]5[CH2:23][CH2:22][CH2:21][CH2:20][CH2:19]5)=[C:9]([O:12][CH3:13])[CH:10]=4)[N:5]=[CH:4][N:3]=3)[CH:39]=[CH:38][CH:37]=2)[CH:33]=[CH:34]1. The yield is 0.510. (3) The reactants are [CH:1]1([C:4]2[NH:5][C:6]3[C:11]([CH:12]=2)=[CH:10][C:9]([N+:13]([O-])=O)=[CH:8][CH:7]=3)[CH2:3][CH2:2]1. The catalyst is CO.[Ni]. The product is [CH:1]1([C:4]2[NH:5][C:6]3[C:11]([CH:12]=2)=[CH:10][C:9]([NH2:13])=[CH:8][CH:7]=3)[CH2:3][CH2:2]1. The yield is 0.560.